Dataset: Full USPTO retrosynthesis dataset with 1.9M reactions from patents (1976-2016). Task: Predict the reactants needed to synthesize the given product. Given the product [F:34][CH:35]([F:52])[C:36]1[CH:37]=[CH:38][C:39]([F:51])=[C:40]([C:26]2[C:21]([NH:20][C:4]3[C:3]4[C:8](=[CH:9][C:10]([F:12])=[CH:11][C:2]=4[F:1])[N:7]=[C:6]([C:13]4[CH:18]=[CH:17][CH:16]=[CH:15][N:14]=4)[C:5]=3[CH3:19])=[CH:22][C:23]([N:28]3[CH2:33][CH2:32][O:31][CH2:30][CH2:29]3)=[N:24][CH:25]=2)[CH:41]=1, predict the reactants needed to synthesize it. The reactants are: [F:1][C:2]1[CH:11]=[C:10]([F:12])[CH:9]=[C:8]2[C:3]=1[C:4]([NH:20][C:21]1[C:26](I)=[CH:25][N:24]=[C:23]([N:28]3[CH2:33][CH2:32][O:31][CH2:30][CH2:29]3)[CH:22]=1)=[C:5]([CH3:19])[C:6]([C:13]1[CH:18]=[CH:17][CH:16]=[CH:15][N:14]=1)=[N:7]2.[F:34][CH:35]([F:52])[C:36]1[CH:37]=[CH:38][C:39]([F:51])=[C:40](B2OC(C)(C)C(C)(C)O2)[CH:41]=1.C1(P(C2CCCCC2)C2CCCCC2)CCCCC1.[O-]P([O-])([O-])=O.[K+].[K+].[K+].